From a dataset of Full USPTO retrosynthesis dataset with 1.9M reactions from patents (1976-2016). Predict the reactants needed to synthesize the given product. (1) Given the product [NH2:15][C@@H:12]1[CH2:13][CH2:14][C@@:10]([C:8]([N:5]2[CH2:4][CH2:3][C:2]([C:26]3[CH:31]=[CH:30][CH:29]=[CH:28][CH:27]=3)([OH:1])[CH2:7][CH2:6]2)=[O:9])([CH:23]([CH3:24])[CH3:25])[CH2:11]1, predict the reactants needed to synthesize it. The reactants are: [OH:1][C:2]1([C:26]2[CH:31]=[CH:30][CH:29]=[CH:28][CH:27]=2)[CH2:7][CH2:6][N:5]([C:8]([C@@:10]2([CH:23]([CH3:25])[CH3:24])[CH2:14][CH2:13][C@@H:12]([NH:15]C(=O)OC(C)(C)C)[CH2:11]2)=[O:9])[CH2:4][CH2:3]1. (2) Given the product [CH:19]1([N:18]([CH3:25])[C:11]([C:2]2[CH:3]=[CH:4][C:5]3[C:10](=[CH:9][CH:8]=[N:7][CH:6]=3)[N:1]=2)=[O:13])[CH2:24][CH2:23][CH2:22][CH2:21][CH2:20]1, predict the reactants needed to synthesize it. The reactants are: [N:1]1[C:10]2[C:5](=[CH:6][N:7]=[CH:8][CH:9]=2)[CH:4]=[CH:3][C:2]=1[C:11]([OH:13])=O.O.ON1[C:20]2[CH:21]=[CH:22][CH:23]=[CH:24][C:19]=2[N:18]=N1.[CH:25]1(CN)CCCCC1.